From a dataset of Full USPTO retrosynthesis dataset with 1.9M reactions from patents (1976-2016). Predict the reactants needed to synthesize the given product. (1) The reactants are: [CH3:1][C:2]1[CH:3]=[CH:4][C:5]([C:8]2[N:12]([C:13]3[CH:14]=[CH:15][C:16]([S:19]([NH2:22])(=[O:21])=[O:20])=[CH:17][CH:18]=3)[N:11]=[C:10]([C:23]([F:26])([F:25])[F:24])[CH:9]=2)=[CH:6][CH:7]=1.[C:27]([NH2:34])(=[O:33])[CH2:28][CH2:29][C:30]([OH:32])=[O:31].C(C1NC=CN=1)(C1NC=CN=1)=O.[NH2:47][CH2:48][CH2:49][S:50]([OH:53])(=[O:52])=[O:51].C(N(CC)CC)C.CC1(C)C2(CS(O)(=O)=O)C(CC1CC2)=O. Given the product [CH3:1][C:2]1[CH:3]=[CH:4][C:5]([C:8]2[N:12]([C:13]3[CH:14]=[CH:15][C:16]([S:19]([NH2:22])(=[O:21])=[O:20])=[CH:17][CH:18]=3)[N:11]=[C:10]([C:23]([F:25])([F:24])[F:26])[CH:9]=2)=[CH:6][CH:7]=1.[C:27]([NH2:34])(=[O:33])[CH2:28][CH2:29][C:30]([OH:32])=[O:31].[NH2:47][CH2:48][CH2:49][S:50]([OH:53])(=[O:52])=[O:51], predict the reactants needed to synthesize it. (2) The reactants are: [OH:1][CH2:2][C:3]([CH3:8])([CH3:7])[C:4](=O)[CH3:5].[C:9]([O-])(=O)[CH3:10].S(O)(O)(=O)=O.[NH2:18][C:19]1[NH:20][CH:21]=C[N:23]=1.[NH2:18][C:19]1[NH:20][CH:21]=C[N:23]=1. Given the product [N:18]1[CH:9]=[CH:10][N:20]2[CH:21]=[CH:5][C:4]([C:3]([CH3:8])([CH3:7])[CH2:2][OH:1])=[N:23][C:19]=12, predict the reactants needed to synthesize it.